Dataset: Reaction yield outcomes from USPTO patents with 853,638 reactions. Task: Predict the reaction yield, written as a fraction of the theoretical maximum amount of product (1.0 means a 100% yield; for example, 0.34 means a 34% yield). (1) The product is [CH2:22]([S:29][C:2]1[CH:3]=[C:4]2[C:9](=[CH:10][CH:11]=1)[C:8]([Cl:12])=[N:7][N:6]=[CH:5]2)[C:23]1[CH:28]=[CH:27][CH:26]=[CH:25][CH:24]=1. The yield is 0.760. The reactants are Br[C:2]1[CH:3]=[C:4]2[C:9](=[CH:10][CH:11]=1)[C:8]([Cl:12])=[N:7][N:6]=[CH:5]2.C(N(CC)C(C)C)(C)C.[CH2:22]([SH:29])[C:23]1[CH:28]=[CH:27][CH:26]=[CH:25][CH:24]=1. The catalyst is C1C=CC(/C=C/C(/C=C/C2C=CC=CC=2)=O)=CC=1.C1C=CC(/C=C/C(/C=C/C2C=CC=CC=2)=O)=CC=1.C1C=CC(/C=C/C(/C=C/C2C=CC=CC=2)=O)=CC=1.[Pd].[Pd].CC1(C)C2C(=C(P(C3C=CC=CC=3)C3C=CC=CC=3)C=CC=2)OC2C(P(C3C=CC=CC=3)C3C=CC=CC=3)=CC=CC1=2.O1CCOCC1. (2) The reactants are [CH2:1]([CH:3]([CH2:32][CH3:33])[CH:4]([NH:15][C:16]1[CH:21]=[CH:20][C:19]([C:22]([NH:24][CH2:25][CH2:26][C:27]([O:29]CC)=[O:28])=[O:23])=[CH:18][CH:17]=1)[C:5]1[S:6][C:7]2[CH:14]=[CH:13][CH:12]=[CH:11][C:8]=2[C:9]=1[CH3:10])[CH3:2].O1CCCC1.[OH-].[Na+]. The catalyst is C(O)C. The product is [CH2:32]([CH:3]([CH2:1][CH3:2])[CH:4]([NH:15][C:16]1[CH:17]=[CH:18][C:19]([C:22]([NH:24][CH2:25][CH2:26][C:27]([OH:29])=[O:28])=[O:23])=[CH:20][CH:21]=1)[C:5]1[S:6][C:7]2[CH:14]=[CH:13][CH:12]=[CH:11][C:8]=2[C:9]=1[CH3:10])[CH3:33]. The yield is 0.910. (3) The reactants are I[C:2]1[C:6]2=[N:7][C:8]([O:11][CH3:12])=[CH:9][CH:10]=[C:5]2[NH:4][N:3]=1.[Cu][C:14]#[N:15]. The catalyst is CN1CCCC1=O.ClCCl. The product is [CH3:12][O:11][C:8]1[N:7]=[C:6]2[C:2]([C:14]#[N:15])=[N:3][NH:4][C:5]2=[CH:10][CH:9]=1. The yield is 0.425. (4) The reactants are CCN(C(C)C)C(C)C.[F:10][C:11]([F:22])([F:21])[C:12]1[CH:20]=[CH:19][CH:18]=[CH:17][C:13]=1[C:14]([OH:16])=O.CCN=C=NCCCN(C)C.C1C=CC2N(O)N=NC=2C=1.[CH2:44]([N:51]1[CH2:56][CH2:55][NH:54][CH2:53][CH2:52]1)[C:45]1[CH:50]=[CH:49][CH:48]=[CH:47][CH:46]=1. The catalyst is CN(C=O)C.CCCCCC.O. The product is [CH2:44]([N:51]1[CH2:56][CH2:55][N:54]([C:14]([C:13]2[CH:17]=[CH:18][CH:19]=[CH:20][C:12]=2[C:11]([F:10])([F:22])[F:21])=[O:16])[CH2:53][CH2:52]1)[C:45]1[CH:46]=[CH:47][CH:48]=[CH:49][CH:50]=1. The yield is 0.930. (5) The reactants are Cl[C:2]1[C:3]2[CH:10]=[C:9]([C:11]3[CH:16]=[CH:15][CH:14]=[CH:13][CH:12]=3)[NH:8][C:4]=2[N:5]=[CH:6][N:7]=1.[CH3:17][NH:18][CH:19]1[CH2:24][CH2:23][CH2:22][CH2:21][CH2:20]1. No catalyst specified. The product is [CH:19]1([N:18]([CH3:17])[C:2]2[C:3]3[CH:10]=[C:9]([C:11]4[CH:16]=[CH:15][CH:14]=[CH:13][CH:12]=4)[NH:8][C:4]=3[N:5]=[CH:6][N:7]=2)[CH2:24][CH2:23][CH2:22][CH2:21][CH2:20]1. The yield is 0.100. (6) The reactants are [CH3:1]N(C)C=O.[NH2:6][C:7]1[C:12]([NH2:13])=[C:11]([O:14][C:15]2[CH:16]=[C:17]([NH:21][C:22](=[O:25])[CH:23]=[CH2:24])[CH:18]=[CH:19][CH:20]=2)[C:10]([Cl:26])=[CH:9][N:8]=1.C[CH:28]1[CH2:33][NH:32][CH2:31][CH2:30][N:29]1[C:34]1[CH:41]=[CH:40][C:37]([CH:38]=O)=[CH:36][CH:35]=1. The catalyst is ClCCl. The product is [Cl:26][C:10]1[C:11]([O:14][C:15]2[CH:16]=[C:17]([NH:21][C:22](=[O:25])[CH:23]=[CH2:24])[CH:18]=[CH:19][CH:20]=2)=[C:12]2[N:13]=[C:38]([C:37]3[CH:40]=[CH:41][C:34]([N:29]4[CH2:30][CH2:31][N:32]([CH3:1])[CH2:33][CH2:28]4)=[CH:35][CH:36]=3)[NH:6][C:7]2=[N:8][CH:9]=1. The yield is 0.400. (7) The yield is 0.910. The reactants are [NH2:1][C@H:2]([C:7]([OH:9])=[O:8])[CH2:3][C:4](=[O:6])[NH2:5].C(=O)([O-])[O-].[Na+].[Na+].O1CCOCC1.[C:22]([O:26][C:27](O[C:27]([O:26][C:22]([CH3:25])([CH3:24])[CH3:23])=[O:28])=[O:28])([CH3:25])([CH3:24])[CH3:23]. The catalyst is O. The product is [C:22]([O:26][C:27]([NH:1][C@H:2]([C:7]([OH:9])=[O:8])[CH2:3][C:4](=[O:6])[NH2:5])=[O:28])([CH3:25])([CH3:24])[CH3:23].